This data is from Catalyst prediction with 721,799 reactions and 888 catalyst types from USPTO. The task is: Predict which catalyst facilitates the given reaction. Reactant: C(N(S(F)(F)[F:7])CC)C.[Si:10]([O:17][C@H:18]1[CH2:27][C:26]([CH3:29])([CH3:28])[CH2:25][C:24]2[N:23]=[C:22]([CH:30]3[CH2:34][CH2:33][CH2:32][CH2:31]3)[C:21]([C@H:35]([C:37]3[CH:42]=[CH:41][C:40]([C:43]([F:46])([F:45])[F:44])=[CH:39][CH:38]=3)O)=[C:20]([CH:47]3[CH2:52][CH2:51][CH2:50][CH2:49][CH2:48]3)[C:19]1=2)([C:13]([CH3:16])([CH3:15])[CH3:14])([CH3:12])[CH3:11].C(=O)(O)[O-].[Na+]. Product: [Si:10]([O:17][C@H:18]1[CH2:27][C:26]([CH3:29])([CH3:28])[CH2:25][C:24]2[N:23]=[C:22]([CH:30]3[CH2:34][CH2:33][CH2:32][CH2:31]3)[C:21]([C@@H:35]([F:7])[C:37]3[CH:38]=[CH:39][C:40]([C:43]([F:44])([F:46])[F:45])=[CH:41][CH:42]=3)=[C:20]([CH:47]3[CH2:48][CH2:49][CH2:50][CH2:51][CH2:52]3)[C:19]1=2)([C:13]([CH3:16])([CH3:15])[CH3:14])([CH3:12])[CH3:11]. The catalyst class is: 11.